Dataset: Forward reaction prediction with 1.9M reactions from USPTO patents (1976-2016). Task: Predict the product of the given reaction. (1) Given the reactants N#N.[C:3]([O:7][C:8]([NH:10][CH:11]([CH2:15][C:16]1[CH:21]=[C:20]([F:22])[C:19]([O:23][CH3:24])=[C:18]([F:25])[CH:17]=1)[C:12](O)=O)=[O:9])([CH3:6])([CH3:5])[CH3:4].C(N1CCOCC1)C.CN(C(O[N:42]1N=[N:49][C:44]2[CH:45]=[CH:46][CH:47]=[CH:48][C:43]1=2)=[N+](C)C)C.[B-](F)(F)(F)F.C1(N)C(N)=CC=CC=1, predict the reaction product. The product is: [NH:42]1[C:43]2[CH:48]=[CH:47][CH:46]=[CH:45][C:44]=2[N:49]=[C:12]1[CH:11]([NH:10][C:8](=[O:9])[O:7][C:3]([CH3:6])([CH3:5])[CH3:4])[CH2:15][C:16]1[CH:21]=[C:20]([F:22])[C:19]([O:23][CH3:24])=[C:18]([F:25])[CH:17]=1. (2) Given the reactants [Cl:1][C:2]1[CH:10]=[CH:9][C:8]2[CH2:11][CH2:12][NH:13][CH2:14][CH2:15][N:6]3[C:7]=2[C:3]=1[C:4]1[CH2:18][CH2:17][CH2:16][C:5]=13.C([BH3-])#N.[Na+], predict the reaction product. The product is: [Cl:1][C:2]1[CH:10]=[CH:9][C:8]2[CH2:11][CH2:12][NH:13][CH2:14][CH2:15][N:6]3[C:7]=2[C:3]=1[CH:4]1[CH2:18][CH2:17][CH2:16][CH:5]13. (3) Given the reactants [C:1]([C:3]1[C:8]([O:9][CH3:10])=[CH:7][CH:6]=[CH:5][C:4]=1[N:11]1[C:19]2[C:14](=[CH:15][CH:16]=[C:17]([N+:20]([O-:22])=[O:21])[CH:18]=2)[C:13]([CH3:23])=[N:12]1)#N.S(=O)(=O)(O)[OH:25].[OH2:29], predict the reaction product. The product is: [C:1]([C:3]1[C:8]([O:9][CH3:10])=[CH:7][CH:6]=[CH:5][C:4]=1[N:11]1[C:19]2[C:14](=[CH:15][CH:16]=[C:17]([N+:20]([O-:22])=[O:21])[CH:18]=2)[C:13]([CH3:23])=[N:12]1)([OH:25])=[O:29]. (4) The product is: [C:17]([O:20][CH2:21][C:22]1[C:23]([N:13]2[CH2:12][CH2:11][N:8]3[C:9]4[CH2:10][C:2]([F:1])([F:16])[CH2:3][CH2:4][C:5]=4[CH:6]=[C:7]3[C:14]2=[O:15])=[CH:24][C:25]([F:29])=[CH:26][C:27]=1[Br:28])(=[O:19])[CH3:18]. Given the reactants [F:1][C:2]1([F:16])[CH2:10][C:9]2[N:8]3[CH2:11][CH2:12][NH:13][C:14](=[O:15])[C:7]3=[CH:6][C:5]=2[CH2:4][CH2:3]1.[C:17]([O:20][CH2:21][C:22]1[C:27]([Br:28])=[CH:26][C:25]([F:29])=[CH:24][C:23]=1Br)(=[O:19])[CH3:18].CC1(C)C2C(=C(P(C3C=CC=CC=3)C3C=CC=CC=3)C=CC=2)OC2C(P(C3C=CC=CC=3)C3C=CC=CC=3)=CC=CC1=2.C(=O)([O-])[O-].[Cs+].[Cs+], predict the reaction product. (5) Given the reactants Br[C:2]1[CH:7]=[C:6]([CH3:8])[N:5]=[C:4]([CH3:9])[CH:3]=1.[B:10](OC(C)C)([O:15]C(C)C)[O:11]C(C)C.[Li]CCCC, predict the reaction product. The product is: [CH3:8][C:6]1[CH:7]=[C:2]([B:10]([OH:15])[OH:11])[CH:3]=[C:4]([CH3:9])[N:5]=1. (6) Given the reactants [Cl:1][C:2]1[S:17][C:5]2[N:6]=[CH:7][N:8]=[C:9]([NH:10][CH:11]3[CH2:16][CH2:15][NH:14][CH2:13][CH2:12]3)[C:4]=2[CH:3]=1.Br[CH2:19][C:20]1[CH:25]=[CH:24][CH:23]=[C:22]([S:26]([CH3:29])(=[O:28])=[O:27])[CH:21]=1, predict the reaction product. The product is: [CH3:29][S:26]([C:22]1[CH:21]=[C:20]([CH:25]=[CH:24][CH:23]=1)[CH2:19][N:14]1[CH2:13][CH2:12][CH:11]([NH:10][C:9]2[C:4]3[CH:3]=[C:2]([Cl:1])[S:17][C:5]=3[N:6]=[CH:7][N:8]=2)[CH2:16][CH2:15]1)(=[O:27])=[O:28]. (7) Given the reactants [NH:1]1[C:5]2=[N:6][CH:7]=[C:8]([O:10][C:11]3[CH:44]=[C:43]([N:45]4[CH2:50][CH2:49][N:48]([CH2:51][C:52]5[CH2:57][CH2:56][C:55]([CH3:59])([CH3:58])[CH2:54][C:53]=5[C:60]5[CH:65]=[CH:64][C:63]([Cl:66])=[CH:62][CH:61]=5)[CH2:47][CH2:46]4)[CH:42]=[CH:41][C:12]=3[C:13]([NH:15][S:16]([C:19]3[CH:24]=[CH:23][C:22]([NH:25][CH2:26][CH:27]4[CH2:30][N:29](C(OC(C)(C)C)=O)[CH2:28]4)=[C:21]([N+:38]([O-:40])=[O:39])[CH:20]=3)(=[O:18])=[O:17])=[O:14])[CH:9]=[C:4]2[CH:3]=[CH:2]1.FC(F)(F)C(O)=O, predict the reaction product. The product is: [NH:1]1[C:5]2=[N:6][CH:7]=[C:8]([O:10][C:11]3[CH:44]=[C:43]([N:45]4[CH2:50][CH2:49][N:48]([CH2:51][C:52]5[CH2:57][CH2:56][C:55]([CH3:59])([CH3:58])[CH2:54][C:53]=5[C:60]5[CH:61]=[CH:62][C:63]([Cl:66])=[CH:64][CH:65]=5)[CH2:47][CH2:46]4)[CH:42]=[CH:41][C:12]=3[C:13]([NH:15][S:16]([C:19]3[CH:24]=[CH:23][C:22]([NH:25][CH2:26][CH:27]4[CH2:30][NH:29][CH2:28]4)=[C:21]([N+:38]([O-:40])=[O:39])[CH:20]=3)(=[O:18])=[O:17])=[O:14])[CH:9]=[C:4]2[CH:3]=[CH:2]1.